Dataset: Full USPTO retrosynthesis dataset with 1.9M reactions from patents (1976-2016). Task: Predict the reactants needed to synthesize the given product. (1) Given the product [NH2:46][C:23]1[N:22]=[C:21]([N:3]2[CH2:4][CH2:5][C:6]3([CH2:11][CH:10]([C:12]([O:14][CH3:15])=[O:13])[NH:9][CH2:8][CH2:7]3)[CH2:1][CH2:2]2)[CH:26]=[C:25]([O:27][C@H:28]([C:33]2[CH:38]=[CH:37][C:36]([Cl:39])=[CH:35][C:34]=2[N:40]2[CH:44]=[CH:43][C:42]([CH3:45])=[N:41]2)[C:29]([F:31])([F:30])[F:32])[N:24]=1, predict the reactants needed to synthesize it. The reactants are: [CH2:1]1[C:6]2([CH2:11][CH:10]([C:12]([O:14][CH3:15])=[O:13])[NH:9][CH2:8][CH2:7]2)[CH2:5][CH2:4][NH:3][CH2:2]1.CC(O)C.Cl[C:21]1[CH:26]=[C:25]([O:27][C@H:28]([C:33]2[CH:38]=[CH:37][C:36]([Cl:39])=[CH:35][C:34]=2[N:40]2[CH:44]=[CH:43][C:42]([CH3:45])=[N:41]2)[C:29]([F:32])([F:31])[F:30])[N:24]=[C:23]([NH2:46])[N:22]=1. (2) Given the product [F:14][C:8]1[CH:9]=[CH:10][CH:11]=[C:12]([F:13])[C:7]=1[C:5]1[O:6][C:2]([C:22]2[CH:27]=[CH:26][CH:25]=[CH:24][N:23]=2)=[C:3]([C:15]([NH2:16])=[O:37])[N:4]=1, predict the reactants needed to synthesize it. The reactants are: Br[C:2]1[O:6][C:5]([C:7]2[C:12]([F:13])=[CH:11][CH:10]=[CH:9][C:8]=2[F:14])=[N:4][C:3]=1[C:15]#[N:16].C([Sn](CCCC)(CCCC)[C:22]1[CH:27]=[CH:26][CH:25]=[CH:24][N:23]=1)CCC.C[OH:37]. (3) Given the product [C:1]([O:4][CH2:5][CH2:6][CH2:7][CH:8]([CH3:20])[CH2:9][CH2:10][CH2:11][CH:12]([CH3:19])[CH2:13][CH2:14][CH2:15][CH:16]([CH3:18])[CH3:17])(=[O:3])[CH3:2], predict the reactants needed to synthesize it. The reactants are: [C:1]([O:4][CH2:5][CH:6]=[CH:7][CH:8]([CH3:20])[CH2:9][CH2:10][CH2:11][CH:12]([CH3:19])[CH2:13][CH2:14][CH2:15][CH:16]([CH3:18])[CH3:17])(=[O:3])[CH3:2]. (4) Given the product [Cl:1][C:2]1[CH:3]=[N:4][CH:5]=[C:6]([Cl:20])[C:7]=1[S:8][C:9]1[S:13][C:12]([C:14]([NH:21][CH2:22][CH2:23][C:24]2[CH:29]=[CH:28][CH:27]=[CH:26][N:25]=2)=[O:15])=[CH:11][C:10]=1[N+:17]([O-:19])=[O:18], predict the reactants needed to synthesize it. The reactants are: [Cl:1][C:2]1[CH:3]=[N:4][CH:5]=[C:6]([Cl:20])[C:7]=1[S:8][C:9]1[S:13][C:12]([C:14](Cl)=[O:15])=[CH:11][C:10]=1[N+:17]([O-:19])=[O:18].[NH2:21][CH2:22][CH2:23][C:24]1[CH:29]=[CH:28][CH:27]=[CH:26][N:25]=1. (5) Given the product [I:1][C:11]1[CH:12]=[C:13]2[C:17](=[CH:18][CH:10]=1)[NH:16][C:15](=[O:19])[C:14]2=[O:20], predict the reactants needed to synthesize it. The reactants are: [I:1]N1C(=O)CCC1=O.Cl[C:10]1[CH:18]=[C:17]2[C:13]([C:14](=[O:20])[C:15](=[O:19])[NH:16]2)=[CH:12][CH:11]=1.S(O)(C(F)(F)F)(=O)=O. (6) Given the product [OH:5][C:6]1[C:7]([C:14]([OH:17])=[O:1])=[N:8][CH:9]=[CH:10][C:11]=1[O:12][CH3:13], predict the reactants needed to synthesize it. The reactants are: [OH-:1].[K+].N#N.[OH:5][C:6]1[C:7]([C:14]#N)=[N:8][CH:9]=[CH:10][C:11]=1[O:12][CH3:13].Cl.[OH2:17]. (7) Given the product [CH3:1][O:2][C:3]1[C:4]([CH2:9][O:10][CH:33]2[CH:32]3[CH2:31][CH:30]4[CH2:29][CH:28]([CH2:27][C:26]2([C:25](=[O:38])[CH3:23])[CH2:35]4)[CH2:34]3)=[N:5][CH:6]=[CH:7][CH:8]=1, predict the reactants needed to synthesize it. The reactants are: [CH3:1][O:2][C:3]1[C:4]([CH2:9][OH:10])=[N:5][CH:6]=[CH:7][CH:8]=1.C12(C([C:23]([CH:25](Br)[C:26]34[CH2:35][CH:30]5[CH2:31][CH:32]([CH2:34][CH:28]([CH2:29]5)[CH2:27]3)[CH2:33]4)=O)Br)CC3CC(CC(C3)C1)C2.C(=O)([O-])[O-:38].[Cs+].[Cs+].